From a dataset of Catalyst prediction with 721,799 reactions and 888 catalyst types from USPTO. Predict which catalyst facilitates the given reaction. (1) Product: [CH3:1][NH:2][C:3]([C@@H:5]1[CH2:10][CH2:9][CH2:8][CH2:7][C@@H:6]1[NH:11][C:12]1[C:17]([Cl:18])=[CH:16][N:15]=[C:14]([NH:33][C:30]2[CH:31]=[CH:32][C:25]3[CH2:24][CH2:23][N:22]([CH2:20][CH3:21])[CH2:28][CH2:27][C:26]=3[CH:29]=2)[N:13]=1)=[O:4]. The catalyst class is: 32. Reactant: [CH3:1][NH:2][C:3]([C@@H:5]1[CH2:10][CH2:9][CH2:8][CH2:7][C@@H:6]1[NH:11][C:12]1[C:17]([Cl:18])=[CH:16][N:15]=[C:14](Cl)[N:13]=1)=[O:4].[CH2:20]([N:22]1[CH2:28][CH2:27][C:26]2[CH:29]=[C:30]([NH2:33])[CH:31]=[CH:32][C:25]=2[CH2:24][CH2:23]1)[CH3:21].C12(CS(O)(=O)=O)C(C)(C)C(CC1)CC2=O.C(=O)(O)[O-].[Na+]. (2) Reactant: [F:1][C:2]1[CH:3]=[C:4]2[C:8](=[C:9]([F:11])[CH:10]=1)[NH:7][CH:6]=[C:5]2[CH2:12][CH:13]([NH:16][C:17]([C:19]1[CH:20]=[C:21]([C:31]2[CH:36]=[CH:35][C:34]([C:37](=[O:40])[NH:38][CH3:39])=[C:33]([Cl:41])[CH:32]=2)[CH:22]=[C:23]2[C:28]=1[O:27][C:26]([CH3:30])([CH3:29])[CH:25]=[CH:24]2)=[O:18])[CH2:14][OH:15]. Product: [F:1][C:2]1[CH:3]=[C:4]2[C:8](=[C:9]([F:11])[CH:10]=1)[NH:7][CH:6]=[C:5]2[CH2:12][CH:13]([NH:16][C:17]([C:19]1[CH:20]=[C:21]([C:31]2[CH:36]=[CH:35][C:34]([C:37](=[O:40])[NH:38][CH3:39])=[C:33]([Cl:41])[CH:32]=2)[CH:22]=[C:23]2[C:28]=1[O:27][C:26]([CH3:30])([CH3:29])[CH2:25][CH2:24]2)=[O:18])[CH2:14][OH:15]. The catalyst class is: 43. (3) Reactant: [F:1][C:2]1[CH:10]=[C:9]2[C:5]([C:6](I)=[CH:7][N:8]2[S:11]([C:14]2[CH:19]=[CH:18][CH:17]=[CH:16][CH:15]=2)(=[O:13])=[O:12])=[CH:4][CH:3]=1.CC1(C)C(C)(C)OB([C:29]2[CH:30]=[C:31]3[C:35](=[CH:36][CH:37]=2)[NH:34][N:33]=[CH:32]3)O1.C([O-])([O-])=O.[Cs+].[Cs+].C(Cl)Cl. Product: [F:1][C:2]1[CH:10]=[C:9]2[C:5]([C:6]([C:29]3[CH:30]=[C:31]4[C:35](=[CH:36][CH:37]=3)[NH:34][N:33]=[CH:32]4)=[CH:7][N:8]2[S:11]([C:14]2[CH:19]=[CH:18][CH:17]=[CH:16][CH:15]=2)(=[O:13])=[O:12])=[CH:4][CH:3]=1. The catalyst class is: 622.